Dataset: Full USPTO retrosynthesis dataset with 1.9M reactions from patents (1976-2016). Task: Predict the reactants needed to synthesize the given product. (1) Given the product [CH3:23][O:22][C:20]([N:11]1[CH2:12][CH2:13][CH:14]([C:16]([OH:18])=[O:17])[CH2:15][CH:10]1[C:4]1[CH:5]=[C:6]([F:9])[C:7]([F:8])=[C:2]([F:1])[CH:3]=1)=[O:21], predict the reactants needed to synthesize it. The reactants are: [F:1][C:2]1[CH:3]=[C:4]([CH:10]2[CH2:15][CH:14]([C:16]([O:18]C)=[O:17])[CH2:13][CH2:12][N:11]2[C:20]([O:22][CH3:23])=[O:21])[CH:5]=[C:6]([F:9])[C:7]=1[F:8].[Br-].[Li+].CCN(CC)CC.CC(OC)(C)C. (2) Given the product [CH3:1][O:2][C:3](=[O:17])[CH2:4][CH2:5][CH2:6][CH2:7][CH2:8][O:9][C:10]1[CH:15]=[CH:14][C:13]([NH:16][C:34](=[O:35])[CH2:33][O:32][CH2:25][C:26]2[CH:31]=[CH:30][CH:29]=[CH:28][CH:27]=2)=[CH:12][CH:11]=1, predict the reactants needed to synthesize it. The reactants are: [CH3:1][O:2][C:3](=[O:17])[CH2:4][CH2:5][CH2:6][CH2:7][CH2:8][O:9][C:10]1[CH:15]=[CH:14][C:13]([NH2:16])=[CH:12][CH:11]=1.C(N(CC)CC)C.[CH2:25]([O:32][CH2:33][C:34](Cl)=[O:35])[C:26]1[CH:31]=[CH:30][CH:29]=[CH:28][CH:27]=1. (3) Given the product [C:1]([CH2:4][C:5]1([NH:9][C:10]([C:12]2[CH:17]=[C:16]([O:26][C@H:24]([CH3:25])[C:23]([F:28])([F:27])[F:22])[C:15]([CH:19]3[CH2:21][CH2:20]3)=[CH:14][N:13]=2)=[O:11])[CH2:8][O:7][CH2:6]1)(=[O:3])[NH2:2], predict the reactants needed to synthesize it. The reactants are: [C:1]([CH2:4][C:5]1([NH:9][C:10]([C:12]2[CH:17]=[C:16](Cl)[C:15]([CH:19]3[CH2:21][CH2:20]3)=[CH:14][N:13]=2)=[O:11])[CH2:8][O:7][CH2:6]1)(=[O:3])[NH2:2].[F:22][C:23]([F:28])([F:27])[C@H:24]([OH:26])[CH3:25].[H-].[Na+]. (4) Given the product [ClH:24].[Cl:24][C:25]1[CH:26]=[C:27]([C:28]2[C:9]3[CH:10]=[C:11]([O:12][CH2:13][CH2:14][O:15][CH3:16])[C:6]([O:5][CH2:4][CH2:3][O:2][CH3:1])=[CH:7][C:8]=3[C:17]3[C:18]([CH3:23])=[N:19][NH:20][C:21]=3[N:22]=2)[CH:30]=[CH:31][C:32]=1[OH:33], predict the reactants needed to synthesize it. The reactants are: [CH3:1][O:2][CH2:3][CH2:4][O:5][C:6]1[CH:7]=[C:8]([C:17]2[C:18]([CH3:23])=[N:19][NH:20][C:21]=2[NH2:22])[CH:9]=[CH:10][C:11]=1[O:12][CH2:13][CH2:14][O:15][CH3:16].[Cl:24][C:25]1[CH:26]=[C:27]([CH:30]=[CH:31][C:32]=1[OH:33])[CH:28]=O.FC(F)(F)C(O)=O. (5) Given the product [F:1][C:2]([F:19])([F:18])[C:3]1[CH:8]=[CH:7][C:6]([C:9]2[C:10]([C:15]([NH:20][C:21]3[CH:22]=[C:23]([C:29]([O:31][CH2:32][CH3:33])=[O:30])[N:24]([CH:26]([CH3:28])[CH3:27])[CH:25]=3)=[O:16])=[CH:11][CH:12]=[CH:13][CH:14]=2)=[CH:5][CH:4]=1, predict the reactants needed to synthesize it. The reactants are: [F:1][C:2]([F:19])([F:18])[C:3]1[CH:8]=[CH:7][C:6]([C:9]2[C:10]([C:15](Cl)=[O:16])=[CH:11][CH:12]=[CH:13][CH:14]=2)=[CH:5][CH:4]=1.[NH2:20][C:21]1[CH:22]=[C:23]([C:29]([O:31][CH2:32][CH3:33])=[O:30])[N:24]([CH:26]([CH3:28])[CH3:27])[CH:25]=1.C(N(CC)CC)C.ClCCl.C(O)C. (6) Given the product [C:8]([NH2:10])(=[O:9])[CH2:7][CH3:6].[CH2:5]([CH:6]=[C:7]([CH3:11])[C:8]([NH2:10])=[O:9])[CH2:4][CH3:3], predict the reactants needed to synthesize it. The reactants are: Cl.N[CH2:3][CH2:4][CH2:5][CH:6]=[C:7]([CH3:11])[C:8]([NH2:10])=[O:9].C(OC(=O)CC)(=O)CC.C(N(CC)CC)C.